This data is from Full USPTO retrosynthesis dataset with 1.9M reactions from patents (1976-2016). The task is: Predict the reactants needed to synthesize the given product. (1) Given the product [NH2:7][C:6]1[CH:8]=[C:2]([N:21]2[CH:22]=[C:18]([C:12]3[CH:17]=[CH:16][CH:15]=[CH:14][CH:13]=3)[C:19]([C:23]#[N:24])=[CH:20]2)[CH:3]=[CH:4][C:5]=1[N+:9]([O-:11])=[O:10], predict the reactants needed to synthesize it. The reactants are: Cl[C:2]1[CH:3]=[CH:4][C:5]([N+:9]([O-:11])=[O:10])=[C:6]([CH:8]=1)[NH2:7].[C:12]1([C:18]2[C:19]([C:23]#[N:24])=[CH:20][NH:21][CH:22]=2)[CH:17]=[CH:16][CH:15]=[CH:14][CH:13]=1.[H-].[Na+]. (2) Given the product [CH3:1][O:2][C:3]1[CH:12]=[CH:11][C:6]2[C:7](=[O:10])[CH2:8][O:9][C:5]=2[C:4]=1[CH2:13][CH2:14][CH2:15][CH2:16][CH:17]1[CH2:18][CH2:19][N:20]([C:23]([O:25][C:26]([CH3:29])([CH3:28])[CH3:27])=[O:24])[CH2:21][CH2:22]1, predict the reactants needed to synthesize it. The reactants are: [CH3:1][O:2][C:3]1[CH:12]=[CH:11][C:6]2[C:7](=[O:10])[CH2:8][O:9][C:5]=2[C:4]=1[C:13]#[C:14][CH2:15][CH2:16][CH:17]1[CH2:22][CH2:21][N:20]([C:23]([O:25][C:26]([CH3:29])([CH3:28])[CH3:27])=[O:24])[CH2:19][CH2:18]1.